Task: Predict the product of the given reaction.. Dataset: Forward reaction prediction with 1.9M reactions from USPTO patents (1976-2016) (1) Given the reactants [F:1][CH:2]([F:5])[CH2:3][OH:4].F[C:7]1[CH:17]=[C:16]([NH:18][CH3:19])[C:15]([N+:20]([O-:22])=[O:21])=[CH:14][C:8]=1[C:9]([O:11][CH2:12][CH3:13])=[O:10].[H-].[Na+].C(O)(C(F)(F)F)=O, predict the reaction product. The product is: [F:1][CH:2]([F:5])[CH2:3][O:4][C:7]1[CH:17]=[C:16]([NH:18][CH3:19])[C:15]([N+:20]([O-:22])=[O:21])=[CH:14][C:8]=1[C:9]([O:11][CH2:12][CH3:13])=[O:10]. (2) Given the reactants C(OC(=O)[N:7]([C:16]1[S:17][C@@H:18]2[C@H:20]([C@:21]([C:25]3[CH:30]=[C:29]([NH2:31])[CH:28]=[CH:27][C:26]=3[F:32])([CH2:23][F:24])[N:22]=1)[CH2:19]2)COCC[Si](C)(C)C)(C)(C)C.C(O)(C(F)(F)F)=O, predict the reaction product. The product is: [NH2:31][C:29]1[CH:28]=[CH:27][C:26]([F:32])=[C:25]([C@:21]2([CH2:23][F:24])[C@H:20]3[C@H:18]([CH2:19]3)[S:17][C:16]([NH2:7])=[N:22]2)[CH:30]=1. (3) Given the reactants [Br:1][C:2]1[CH:7]=[C:6](Br)[C:5]([N+:9]([O-:11])=[O:10])=[CH:4][N:3]=1.N.C([N:15](CC)CC)C, predict the reaction product. The product is: [Br:1][C:2]1[CH:7]=[C:6]([NH2:15])[C:5]([N+:9]([O-:11])=[O:10])=[CH:4][N:3]=1.